From a dataset of Forward reaction prediction with 1.9M reactions from USPTO patents (1976-2016). Predict the product of the given reaction. The product is: [ClH:22].[N:11]1([C:14]2([C:17]([O:19][CH2:20][CH3:21])=[O:18])[CH2:16][CH2:15]2)[CH2:10][CH2:9][NH:8][CH2:13][CH2:12]1. Given the reactants C([N:8]1[CH2:13][CH2:12][N:11]([C:14]2([C:17]([O:19][CH2:20][CH3:21])=[O:18])[CH2:16][CH2:15]2)[CH2:10][CH2:9]1)C1C=CC=CC=1.[Cl:22]CCl, predict the reaction product.